This data is from Catalyst prediction with 721,799 reactions and 888 catalyst types from USPTO. The task is: Predict which catalyst facilitates the given reaction. (1) Product: [CH:2]([C:3]1[NH:14][C:6]2[C:5]([CH:4]=1)=[CH:10][CH:9]=[C:8]([N+:11]([O-:13])=[O:12])[CH:7]=2)([CH3:20])[CH3:1]. Reactant: [CH3:1][CH:2]([CH3:20])[C:3]#[C:4][C:5]1[CH:10]=[CH:9][C:8]([N+:11]([O-:13])=[O:12])=[CH:7][C:6]=1[NH:14]C(=O)CCC.CC([O-])(C)C.[K+]. The catalyst class is: 296. (2) Reactant: [Cl:1][C:2]1[CH:7]=[CH:6][CH:5]=[C:4]([Cl:8])[C:3]=1[NH:9][C:10]1[C:11]([CH2:15][C:16]([O-:18])=[O:17])=[CH:12][S:13][CH:14]=1.[Na+].[Br:20][CH2:21][CH2:22][CH2:23][CH2:24]Br. Product: [Br:20][CH2:21][CH2:22][CH2:23][CH2:24][O:17][C:16](=[O:18])[CH2:15][C:11]1[C:10]([NH:9][C:3]2[C:4]([Cl:8])=[CH:5][CH:6]=[CH:7][C:2]=2[Cl:1])=[CH:14][S:13][CH:12]=1. The catalyst class is: 21.